From a dataset of Forward reaction prediction with 1.9M reactions from USPTO patents (1976-2016). Predict the product of the given reaction. (1) Given the reactants [OH:1][C:2]1[C:7]([CH3:8])=[C:6]([O:9][CH2:10][C:11]2[O:15][N:14]=[C:13]([CH2:16][C:17]3[CH:22]=[CH:21][CH:20]=[C:19](I)[CH:18]=3)[N:12]=2)[CH:5]=[CH:4][C:3]=1[C:24](=[O:26])[CH3:25].ClCC1ON=C(CC2C=CC([I:41])=CC=2)N=1.OC1C(C)=C(O)C=CC=1C(=O)C, predict the reaction product. The product is: [OH:1][C:2]1[C:7]([CH3:8])=[C:6]([O:9][CH2:10][C:11]2[O:15][N:14]=[C:13]([CH2:16][C:17]3[CH:22]=[CH:21][C:20]([I:41])=[CH:19][CH:18]=3)[N:12]=2)[CH:5]=[CH:4][C:3]=1[C:24](=[O:26])[CH3:25]. (2) Given the reactants Cl[CH2:2][CH2:3][O:4][N:5]1[C:13](=[O:14])[C:12]2[C:7](=[CH:8][CH:9]=[CH:10][CH:11]=2)[C:6]1=[O:15].[N-:16]=[N+:17]=[N-:18].[Na+], predict the reaction product. The product is: [N:16]([CH2:2][CH2:3][O:4][N:5]1[C:13](=[O:14])[C:12]2[C:7](=[CH:8][CH:9]=[CH:10][CH:11]=2)[C:6]1=[O:15])=[N+:17]=[N-:18].